Dataset: Catalyst prediction with 721,799 reactions and 888 catalyst types from USPTO. Task: Predict which catalyst facilitates the given reaction. (1) Reactant: [CH2:1]([O:5][NH:6][C:7]([N:9]([C:26]1[C:31]([O:32][CH3:33])=[N:30][C:29]([CH3:34])=[CH:28][N:27]=1)[S:10]([C:13]1[S:14][CH:15]=[CH:16][C:17]=1[C:18]1[CH:23]=[CH:22][C:21]([CH:24]=[O:25])=[CH:20][CH:19]=1)(=[O:12])=[O:11])=[O:8])[CH:2]([CH3:4])[CH3:3].[BH4-].[Na+].[OH-].[Na+]. Product: [CH2:1]([O:5][NH:6][C:7]([N:9]([C:26]1[C:31]([O:32][CH3:33])=[N:30][C:29]([CH3:34])=[CH:28][N:27]=1)[S:10]([C:13]1[S:14][CH:15]=[CH:16][C:17]=1[C:18]1[CH:19]=[CH:20][C:21]([CH2:24][OH:25])=[CH:22][CH:23]=1)(=[O:12])=[O:11])=[O:8])[CH:2]([CH3:4])[CH3:3]. The catalyst class is: 7. (2) Reactant: [C:1]([O:5][C:6]([N:8]1[CH2:13][CH2:12][N:11]([C:14]2[N:22]([CH2:23][C:24]#[C:25][CH3:26])[C:21]3[C:20](=[O:27])[N:19]([CH2:28][CH2:29][N:30]=[N+]=[N-])[C:18](=[O:33])[N:17]([CH3:34])[C:16]=3[N:15]=2)[CH2:10][CH2:9]1)=[O:7])([CH3:4])([CH3:3])[CH3:2].O.C1(P(C2C=CC=CC=2)C2C=CC=CC=2)C=CC=CC=1. Product: [C:1]([O:5][C:6]([N:8]1[CH2:9][CH2:10][N:11]([C:14]2[N:22]([CH2:23][C:24]#[C:25][CH3:26])[C:21]3[C:20](=[O:27])[N:19]([CH2:28][CH2:29][NH2:30])[C:18](=[O:33])[N:17]([CH3:34])[C:16]=3[N:15]=2)[CH2:12][CH2:13]1)=[O:7])([CH3:4])([CH3:2])[CH3:3]. The catalyst class is: 7.